Dataset: Reaction yield outcomes from USPTO patents with 853,638 reactions. Task: Predict the reaction yield, written as a fraction of the theoretical maximum amount of product (1.0 means a 100% yield; for example, 0.34 means a 34% yield). (1) The reactants are [CH3:1][C:2]1([S:12]([C:15]2[CH:20]=[CH:19][CH:18]=[C:17]([C:21]([F:24])([F:23])[F:22])[CH:16]=2)(=[O:14])=[O:13])[CH2:7][CH2:6][O:5][CH:4]([C:8]([NH:10][NH2:11])=[O:9])[CH2:3]1.CN(C(ON1N=NC2C=CC=NC1=2)=[N+](C)C)C.F[P-](F)(F)(F)(F)F.CCN(C(C)C)C(C)C.[CH:58]1([C:61](O)=[O:62])[CH2:60][CH2:59]1. The catalyst is CN(C=O)C. The product is [CH:58]1([C:61]([NH:11][NH:10][C:8]([CH:4]2[CH2:3][C:2]([CH3:1])([S:12]([C:15]3[CH:20]=[CH:19][CH:18]=[C:17]([C:21]([F:22])([F:24])[F:23])[CH:16]=3)(=[O:13])=[O:14])[CH2:7][CH2:6][O:5]2)=[O:9])=[O:62])[CH2:60][CH2:59]1. The yield is 0.600. (2) The yield is 0.690. The product is [CH:1]1([C:5]2[N:6]=[C:7]([NH:10][C:11]([C:13]3[CH:35]=[CH:34][N:16]4[C:17](=[O:33])[CH:18]=[C:19]([N:21]5[CH2:22][CH2:23][N:24]([CH3:27])[CH2:25][CH2:26]5)[N:20]=[C:15]4[CH:14]=3)=[O:12])[S:8][CH:9]=2)[CH2:4][CH2:3][CH2:2]1. The reactants are [CH:1]1([C:5]2[N:6]=[C:7]([NH:10][C:11]([C:13]3[CH:35]=[CH:34][N:16]4[C:17](=[O:33])[C:18](/C=C/C(O)=O)=[C:19]([N:21]5[CH2:26][CH2:25][N:24]([CH3:27])[CH2:23][CH2:22]5)[N:20]=[C:15]4[CH:14]=3)=[O:12])[S:8][CH:9]=2)[CH2:4][CH2:3][CH2:2]1.C1(C2N=C(NC(C3C=CN4C(=O)CC(=O)N=C4C=3)=O)SC=2)CCC1.CN1CCNCC1. No catalyst specified. (3) The reactants are [Cl-].O[NH3+:3].[C:4](=[O:7])([O-])[OH:5].[Na+].CS(C)=O.[CH2:13]([C:17]1[N:18]=[C:19]([CH3:49])[N:20]([C:39]2[CH:44]=[CH:43][C:42]([O:45][CH3:46])=[C:41]([O:47][CH3:48])[CH:40]=2)[C:21](=[O:38])[C:22]=1[CH2:23][C:24]1[CH:29]=[CH:28][C:27]([C:30]2[C:31]([C:36]#[N:37])=[CH:32][CH:33]=[CH:34][CH:35]=2)=[CH:26][CH:25]=1)[CH2:14][CH2:15][CH3:16]. The catalyst is O.C(OCC)(=O)C. The product is [CH2:13]([C:17]1[N:18]=[C:19]([CH3:49])[N:20]([C:39]2[CH:44]=[CH:43][C:42]([O:45][CH3:46])=[C:41]([O:47][CH3:48])[CH:40]=2)[C:21](=[O:38])[C:22]=1[CH2:23][C:24]1[CH:25]=[CH:26][C:27]([C:30]2[CH:35]=[CH:34][CH:33]=[CH:32][C:31]=2[C:36]2[NH:3][C:4](=[O:7])[O:5][N:37]=2)=[CH:28][CH:29]=1)[CH2:14][CH2:15][CH3:16]. The yield is 0.590. (4) The yield is 0.520. The reactants are [NH:1]1[CH:5]=[CH:4][N:3]=[C:2]1[C:6]1[C:7]([O:24][CH3:25])=[CH:8][C:9]([CH:21]([CH3:23])[CH3:22])=[C:10]([CH:20]=1)[O:11][C:12]1[CH:13]([NH2:19])[NH:14][C:15]([NH2:18])=[N:16][CH:17]=1.I[CH3:27].[OH-].[K+]. The catalyst is CC(C)=O. The product is [CH:21]([C:9]1[CH:8]=[C:7]([O:24][CH3:25])[C:6]([C:2]2[N:1]([CH3:27])[CH:5]=[CH:4][N:3]=2)=[CH:20][C:10]=1[O:11][C:12]1[CH:13]([NH2:19])[NH:14][C:15]([NH2:18])=[N:16][CH:17]=1)([CH3:23])[CH3:22].